From a dataset of Reaction yield outcomes from USPTO patents with 853,638 reactions. Predict the reaction yield, written as a fraction of the theoretical maximum amount of product (1.0 means a 100% yield; for example, 0.34 means a 34% yield). (1) The reactants are [Br-:1].[Br-].[Br-].C[N:5]([CH3:12])[C:6]1[CH:11]=[CH:10][NH+:9]=[CH:8][CH:7]=1.CN([C:16]1[CH:21]=[CH:20][NH+]=[CH:18][CH:17]=1)C.CN([C:25]1[CH:30]=[CH:29][NH+]=[CH:27][CH:26]=1)C.O.C([O:35][CH2:36]C)(=O)C.[C:38](#N)[CH3:39]. No catalyst specified. The product is [Br:1]/[C:16](=[C:21]1\[C:20]2[CH:29]=[CH:30][CH:25]=[CH:26][C:27]=2[O:35][CH2:36][C:8]2[CH:7]=[C:6]3[C:11]([CH:10]=[N:9][N:5]3[CH3:12])=[CH:39][C:38]\1=2)/[CH2:17][CH3:18]. The yield is 0.230. (2) The reactants are Cl[C:2]1[C:3]([C:14]2[C:15]([NH2:20])=[N:16][CH:17]=[CH:18][CH:19]=2)=[CH:4][C:5]([C:8]2[CH:9]=[N:10][CH:11]=[CH:12][CH:13]=2)=[N:6][CH:7]=1.CC(C)([O-])C.[K+]. The catalyst is O1CCOCC1. The product is [N:10]1[CH:11]=[CH:12][CH:13]=[C:8]([C:5]2[CH:4]=[C:3]3[C:14]4[C:15](=[N:16][CH:17]=[CH:18][CH:19]=4)[NH:20][C:2]3=[CH:7][N:6]=2)[CH:9]=1. The yield is 0.680.